From a dataset of Forward reaction prediction with 1.9M reactions from USPTO patents (1976-2016). Predict the product of the given reaction. (1) Given the reactants Br.[Cl:2][C:3]1[CH:4]=[N:5][N:6]([C:8]2[CH:13]=[CH:12][C:11]([O:14]C)=[C:10]([F:16])[CH:9]=2)[CH:7]=1, predict the reaction product. The product is: [Cl:2][C:3]1[CH:4]=[N:5][N:6]([C:8]2[CH:13]=[CH:12][C:11]([OH:14])=[C:10]([F:16])[CH:9]=2)[CH:7]=1. (2) Given the reactants OC(C(F)(F)F)=O.[NH2:8][C:9]1[N:14]=[CH:13][N:12]=[C:11]([N:15]2[CH2:20][CH2:19][N:18]([C:21](=[O:23])[CH3:22])[CH2:17][CH2:16]2)[CH:10]=1.[H-].[Na+].Cl[C:27]1[S:28][C:29]([C:32]#[N:33])=[CH:30][N:31]=1, predict the reaction product. The product is: [C:21]([N:18]1[CH2:19][CH2:20][N:15]([C:11]2[N:12]=[CH:13][N:14]=[C:9]([NH:8][C:27]3[S:28][C:29]([C:32]#[N:33])=[CH:30][N:31]=3)[CH:10]=2)[CH2:16][CH2:17]1)(=[O:23])[CH3:22]. (3) The product is: [CH3:1][O:2][C:3]1[N:8]=[C:7]([C:9]2[CH:14]=[CH:13][CH:12]=[CH:11][CH:10]=2)[N:6]=[C:5]([O:15][CH:16]2[CH2:33][CH:32]3[CH:18]([C:19](=[O:39])[N:20]([CH3:38])[CH2:21][CH2:22][CH2:23][CH2:24][CH:25]=[CH:26][CH:27]4[C:29]([C:35]([NH:60][S:57]([C:51]5[CH:56]=[CH:55][CH:54]=[CH:53][CH:52]=5)(=[O:59])=[O:58])=[O:37])([NH:30][C:31]3=[O:34])[CH2:28]4)[CH2:17]2)[CH:4]=1. Given the reactants [CH3:1][O:2][C:3]1[N:8]=[C:7]([C:9]2[CH:14]=[CH:13][CH:12]=[CH:11][CH:10]=2)[N:6]=[C:5]([O:15][CH:16]2[CH2:33][CH:32]3[CH:18]([C:19](=[O:39])[N:20]([CH3:38])[CH2:21][CH2:22][CH2:23][CH2:24][CH:25]=[CH:26][CH:27]4[C:29]([C:35]([OH:37])=O)([NH:30][C:31]3=[O:34])[CH2:28]4)[CH2:17]2)[CH:4]=1.CCN=C=NCCCN(C)C.[C:51]1([S:57]([NH2:60])(=[O:59])=[O:58])[CH:56]=[CH:55][CH:54]=[CH:53][CH:52]=1.C1CCN2C(=NCCC2)CC1.C(O)(=O)CC(CC(O)=O)(C(O)=O)O, predict the reaction product. (4) The product is: [C:1]([O:5][C:6]([N:8]1[CH2:12][CH2:11][CH:10]([C:13]2[S:14][C:15]([C:31]([OH:33])=[O:32])=[C:16]([C:18]3[CH:19]=[CH:20][C:21]([O:24][C:25]4[CH:26]=[CH:27][CH:28]=[CH:29][CH:30]=4)=[CH:22][CH:23]=3)[N:17]=2)[CH2:9]1)=[O:7])([CH3:4])([CH3:2])[CH3:3]. Given the reactants [C:1]([O:5][C:6]([N:8]1[CH2:12][CH2:11][CH:10]([C:13]2[S:14][C:15]([C:31]([O:33]CC)=[O:32])=[C:16]([C:18]3[CH:23]=[CH:22][C:21]([O:24][C:25]4[CH:30]=[CH:29][CH:28]=[CH:27][CH:26]=4)=[CH:20][CH:19]=3)[N:17]=2)[CH2:9]1)=[O:7])([CH3:4])([CH3:3])[CH3:2].[Li+].[OH-], predict the reaction product. (5) Given the reactants [Br:1][C:2]1[CH:9]=[CH:8][C:5]([CH:6]=O)=[CH:4][CH:3]=1.[C:10]([C:13]1[CH:18]=[CH:17][CH:16]=[CH:15][N:14]=1)(=[O:12])[CH3:11].C[O-].[Na+], predict the reaction product. The product is: [Br:1][C:2]1[CH:9]=[CH:8][C:5](/[CH:6]=[CH:11]/[C:10]([C:13]2[CH:18]=[CH:17][CH:16]=[CH:15][N:14]=2)=[O:12])=[CH:4][CH:3]=1. (6) The product is: [CH3:14][O:13][CH:12]=[CH:11][C:10]([O:9][CH2:8][O:7][C:5](=[O:6])[CH:4]=[CH:3][O:2][CH3:1])=[O:17]. Given the reactants [CH3:1][O:2][CH:3](OC)[CH2:4][C:5]([O:7][CH2:8][O:9][C:10](=[O:17])[CH2:11][CH:12](OC)[O:13][CH3:14])=[O:6].C1(C)C=CC(S(O)(=O)=O)=CC=1, predict the reaction product. (7) Given the reactants [C:1](=[O:8])([O:5][CH2:6][CH3:7])OCC.[H-].[Na+].[C:11]([C:14]1[CH:19]=[CH:18]C=[CH:16][CH:15]=1)(=[O:13])[CH3:12].Cl.[CH3:21][CH2:22][O:23][CH2:24][CH3:25], predict the reaction product. The product is: [CH2:22]([O:23][C:24]1[CH:16]=[CH:15][C:14]([C:11]([CH2:12][C:1]([O:5][CH2:6][CH3:7])=[O:8])=[O:13])=[C:19]([CH3:18])[CH:25]=1)[C:21]1[CH:16]=[CH:15][CH:14]=[CH:11][CH:12]=1. (8) The product is: [NH2:23][C:20]1[CH:21]=[CH:22][C:17]([CH2:16][N:13]2[C:8]3[N:9]=[C:10]([NH2:12])[N:11]=[C:6]([C:2]4[O:1][CH:5]=[CH:4][CH:3]=4)[C:7]=3[N:15]=[N:14]2)=[CH:18][C:19]=1[CH3:26]. Given the reactants [O:1]1[CH:5]=[CH:4][CH:3]=[C:2]1[C:6]1[C:7]2[N:15]=[N:14][N:13]([CH2:16][C:17]3[CH:22]=[CH:21][C:20]([N+:23]([O-])=O)=[C:19]([CH3:26])[CH:18]=3)[C:8]=2[N:9]=[C:10]([NH2:12])[N:11]=1.C(N(CC)CC)C.C(O)=O.Cl, predict the reaction product. (9) Given the reactants [Br:1][C:2]1[CH:11]=[C:10]2[C:5]([CH:6]=[C:7]([NH2:12])[N:8]=[CH:9]2)=[CH:4][CH:3]=1.[CH:13]1([C:16](Cl)=[O:17])[CH2:15][CH2:14]1.O, predict the reaction product. The product is: [Br:1][C:2]1[CH:11]=[C:10]2[C:5]([CH:6]=[C:7]([NH:12][C:16]([CH:13]3[CH2:15][CH2:14]3)=[O:17])[N:8]=[CH:9]2)=[CH:4][CH:3]=1. (10) Given the reactants C[O:2][C:3]([C:5]1([CH2:11][CH2:12][CH2:13][NH:14][C:15]2[CH:20]=[CH:19][C:18]([Br:21])=[CH:17][CH:16]=2)[CH2:10][CH2:9][O:8][CH2:7][CH2:6]1)=O.CC(C)([O-])C.[K+].O.[Sn], predict the reaction product. The product is: [Br:21][C:18]1[CH:19]=[CH:20][C:15]([N:14]2[CH2:13][CH2:12][CH2:11][C:5]3([CH2:10][CH2:9][O:8][CH2:7][CH2:6]3)[C:3]2=[O:2])=[CH:16][CH:17]=1.